Dataset: Reaction yield outcomes from USPTO patents with 853,638 reactions. Task: Predict the reaction yield, written as a fraction of the theoretical maximum amount of product (1.0 means a 100% yield; for example, 0.34 means a 34% yield). (1) The reactants are [CH2:1]([NH:3][C:4]([C:6]1[CH:11]=[CH:10][C:9]([N:12]2[C:16]([OH:17])=[C:15]([C:18]([O:20][CH3:21])=[O:19])[N:14]=[N:13]2)=[CH:8][CH:7]=1)=[O:5])[CH3:2].S(OCC)(O[CH2:26][CH3:27])(=O)=O. The catalyst is CN(C=O)C. The product is [CH2:26]([O:17][C:16]1[N:12]([C:9]2[CH:8]=[CH:7][C:6]([C:4]([NH:3][CH2:1][CH3:2])=[O:5])=[CH:11][CH:10]=2)[N:13]=[N:14][C:15]=1[C:18]([O:20][CH3:21])=[O:19])[CH3:27]. The yield is 0.330. (2) The reactants are [CH3:1][CH:2]([CH3:31])[CH2:3][C:4]([NH:6][C:7]1[S:8][CH:9]=[C:10]([C:12]2C=C[N:15]=[C:14]3[N:18]([S:21]([C:24]4[CH:29]=[CH:28][C:27]([CH3:30])=[CH:26][CH:25]=4)(=[O:23])=[O:22])[CH:19]=[CH:20][C:13]=23)[N:11]=1)=[O:5].[H-].[Na+].[CH2:34](I)[CH2:35][CH3:36].[CH3:38][N:39](C=O)C. No catalyst specified. The product is [CH3:1][CH:2]([CH3:31])[CH2:3][C:4]([N:6]([CH2:34][CH2:35][CH3:36])[C:7]1[S:8][CH:9]=[C:10]([C:12]2[C:13]3[CH:20]=[CH:19][N:18]([S:21]([C:24]4[CH:25]=[CH:26][C:27]([CH3:30])=[CH:28][CH:29]=4)(=[O:23])=[O:22])[C:14]=3[N:15]=[CH:38][N:39]=2)[N:11]=1)=[O:5]. The yield is 0.760.